From a dataset of Full USPTO retrosynthesis dataset with 1.9M reactions from patents (1976-2016). Predict the reactants needed to synthesize the given product. (1) Given the product [C:10]1([C:3]2[CH:8]=[CH:7][C:6]([CH3:9])=[CH:5][CH:4]=2)[CH:15]=[CH:14][CH:13]=[CH:12][CH:11]=1, predict the reactants needed to synthesize it. The reactants are: P.Cl[C:3]1[CH:8]=[CH:7][C:6]([CH3:9])=[CH:5][CH:4]=1.[C:10]1(B(O)O)[CH:15]=[CH:14][CH:13]=[CH:12][CH:11]=1.[F-].[Cs+]. (2) Given the product [CH2:10]([O:12][C:13](=[O:22])[CH2:14][C:15]1[CH:20]=[CH:19][CH:18]=[C:17]([NH:21][C:7]([C:5]2[S:6][C:2]([Br:1])=[CH:3][CH:4]=2)=[O:9])[CH:16]=1)[CH3:11], predict the reactants needed to synthesize it. The reactants are: [Br:1][C:2]1[S:6][C:5]([C:7]([OH:9])=O)=[CH:4][CH:3]=1.[CH2:10]([O:12][C:13](=[O:22])[CH2:14][C:15]1[CH:20]=[CH:19][CH:18]=[C:17]([NH2:21])[CH:16]=1)[CH3:11].